This data is from Forward reaction prediction with 1.9M reactions from USPTO patents (1976-2016). The task is: Predict the product of the given reaction. (1) Given the reactants [CH2:1](Br)[CH2:2][CH2:3][CH2:4][CH2:5][CH2:6][CH2:7][CH2:8]/[CH:9]=[CH:10]\[CH2:11]/[CH:12]=[CH:13]\[CH2:14][CH2:15][CH2:16][CH2:17][CH3:18].[Si:20]([O:27][CH:28]([CH2:32][CH2:33][CH2:34][CH2:35][CH2:36][CH2:37][CH2:38]/[CH:39]=[CH:40]\[CH2:41]/[CH:42]=[CH:43]\[CH2:44][CH2:45][CH2:46][CH2:47][CH3:48])[CH2:29][CH:30]=[O:31])([C:23]([CH3:26])([CH3:25])[CH3:24])([CH3:22])[CH3:21], predict the reaction product. The product is: [Si:20]([O:27][CH:28]([CH2:32][CH2:33][CH2:34][CH2:35][CH2:36][CH2:37][CH2:38]/[CH:39]=[CH:40]\[CH2:41]/[CH:42]=[CH:43]\[CH2:44][CH2:45][CH2:46][CH2:47][CH3:48])[CH2:29][CH:30]([OH:31])[CH2:1][CH2:2][CH2:3][CH2:4][CH2:5][CH2:6][CH2:7][CH2:8]/[CH:9]=[CH:10]\[CH2:11]/[CH:12]=[CH:13]\[CH2:14][CH2:15][CH2:16][CH2:17][CH3:18])([C:23]([CH3:26])([CH3:25])[CH3:24])([CH3:22])[CH3:21]. (2) Given the reactants [CH2:1]([N:4]1[CH2:7][CH:6]([C:8]2[CH:13]=[CH:12][C:11]([NH2:14])=[CH:10][CH:9]=2)[CH2:5]1)[CH2:2][CH3:3].[Br:15][C:16]1[CH:21]=[CH:20][C:19]([S:22](Cl)(=[O:24])=[O:23])=[CH:18][CH:17]=1, predict the reaction product. The product is: [Br:15][C:16]1[CH:21]=[CH:20][C:19]([S:22]([NH:14][C:11]2[CH:10]=[CH:9][C:8]([CH:6]3[CH2:5][N:4]([CH2:1][CH2:2][CH3:3])[CH2:7]3)=[CH:13][CH:12]=2)(=[O:24])=[O:23])=[CH:18][CH:17]=1. (3) Given the reactants [Br:1][C:2]1[C:3]([NH2:8])=[CH:4][N:5]=[N:6][CH:7]=1.C(N(CC)CC)C.[O:16](C(OC(C)(C)C)=O)[C:17]([O:19][C:20]([CH3:23])([CH3:22])[CH3:21])=O, predict the reaction product. The product is: [Br:1][C:2]1[C:3]([NH:8][C:17](=[O:16])[O:19][C:20]([CH3:23])([CH3:22])[CH3:21])=[CH:4][N:5]=[N:6][CH:7]=1. (4) Given the reactants [CH3:1][C:2]1[C:10]([O:11][C@@H:12]2[CH2:17][CH2:16][CH2:15][C@H:14]([NH2:18])[CH2:13]2)=[CH:9][CH:8]=[C:7]2[C:3]=1[CH:4]=[N:5][NH:6]2.[CH:19](=O)[CH2:20][CH2:21][CH2:22][CH:23]=O.C([BH3-])#N.[Na+].C(O)(=O)C, predict the reaction product. The product is: [CH3:1][C:2]1[C:10]([O:11][C@H:12]2[CH2:17][CH2:16][CH2:15][C@@H:14]([N:18]3[CH2:23][CH2:22][CH2:21][CH2:20][CH2:19]3)[CH2:13]2)=[CH:9][CH:8]=[C:7]2[C:3]=1[CH:4]=[N:5][NH:6]2. (5) Given the reactants [CH:1]([C:3]1[CH:4]=[C:5]([C:9]2[CH:10]=[C:11]3[C:15](=[C:16]([C:18]([NH2:20])=[O:19])[CH:17]=2)[NH:14][CH:13]=[C:12]3[CH:21]2[CH2:26][CH2:25][N:24]([S:27]([CH2:30][CH2:31][CH2:32][O:33][CH3:34])(=[O:29])=[O:28])[CH2:23][CH2:22]2)[CH:6]=[CH:7][CH:8]=1)=O.[CH3:35][NH2:36].[BH4-].[Na+], predict the reaction product. The product is: [CH3:35][NH:36][CH2:1][C:3]1[CH:4]=[C:5]([C:9]2[CH:10]=[C:11]3[C:15](=[C:16]([C:18]([NH2:20])=[O:19])[CH:17]=2)[NH:14][CH:13]=[C:12]3[CH:21]2[CH2:26][CH2:25][N:24]([S:27]([CH2:30][CH2:31][CH2:32][O:33][CH3:34])(=[O:28])=[O:29])[CH2:23][CH2:22]2)[CH:6]=[CH:7][CH:8]=1. (6) Given the reactants [Br:1][C:2]1[CH:3]=[CH:4][C:5]2[N:6]([CH3:15])[S:7](=[O:14])(=[O:13])[CH2:8][C:9](=[O:12])[C:10]=2[N:11]=1.[CH3:16][N:17]([CH:19](OC)OC)[CH3:18], predict the reaction product. The product is: [Br:1][C:2]1[CH:3]=[CH:4][C:5]2[N:6]([CH3:15])[S:7](=[O:13])(=[O:14])/[C:8](=[CH:16]\[N:17]([CH3:19])[CH3:18])/[C:9](=[O:12])[C:10]=2[N:11]=1. (7) Given the reactants [CH3:1][C:2]([CH3:10])([CH3:9])[CH2:3][C:4]1[NH:8][CH:7]=[N:6][CH:5]=1.[CH3:11][N:12]([CH3:17])[S:13](Cl)(=[O:15])=[O:14].CCN(CC)CC, predict the reaction product. The product is: [CH3:1][C:2]([CH3:10])([CH3:9])[CH2:3][C:4]1[N:8]=[CH:7][N:6]([S:13]([N:12]([CH3:17])[CH3:11])(=[O:15])=[O:14])[CH:5]=1. (8) Given the reactants [CH3:1][C:2]1[CH:7]=[CH:6][N:5]=[C:4]([NH:8][C:9]2[N:14]=[C:13]([C:15]3[S:19][C:18]([N:20]4[CH2:25][CH2:24][CH:23]([C:26]([OH:28])=O)[CH2:22][CH2:21]4)=[N:17][CH:16]=3)[CH:12]=[CH:11][CH:10]=2)[CH:3]=1.F[P-](F)(F)(F)(F)F.[NH:36]1C2C=CC=C(O[P+](N3CCCC3)(N3CCCC3)N3CCCC3)C=2N=N1.C(N(C(C)C)CC)(C)C.[Cl-].[NH4+].C(=O)(O)[O-].[Na+], predict the reaction product. The product is: [CH3:1][C:2]1[CH:7]=[CH:6][N:5]=[C:4]([NH:8][C:9]2[N:14]=[C:13]([C:15]3[S:19][C:18]([N:20]4[CH2:21][CH2:22][CH:23]([C:26]([NH2:36])=[O:28])[CH2:24][CH2:25]4)=[N:17][CH:16]=3)[CH:12]=[CH:11][CH:10]=2)[CH:3]=1.